Dataset: Reaction yield outcomes from USPTO patents with 853,638 reactions. Task: Predict the reaction yield, written as a fraction of the theoretical maximum amount of product (1.0 means a 100% yield; for example, 0.34 means a 34% yield). (1) The reactants are [CH2:1]([N:8]1[CH2:13][C@H:12]([C:14]([F:17])([F:16])[F:15])[O:11][C@H:10]([CH3:18])[C:9]1=O)[C:2]1[CH:7]=[CH:6][CH:5]=[CH:4][CH:3]=1.[H-].[H-].[H-].[H-].[Li+].[Al+3].[O-]S([O-])(=O)=O.[Mg+2]. The catalyst is C1COCC1. The product is [CH2:1]([N:8]1[CH2:13][C@H:12]([C:14]([F:17])([F:15])[F:16])[O:11][C@H:10]([CH3:18])[CH2:9]1)[C:2]1[CH:3]=[CH:4][CH:5]=[CH:6][CH:7]=1. The yield is 0.660. (2) The reactants are [Br:1][C:2]1[CH:20]=[CH:19][C:5]2[N:6]([C:10]3[S:11][C:12]([C:16]([OH:18])=O)=[C:13]([CH3:15])[N:14]=3)[CH2:7][CH2:8][O:9][C:4]=2[CH:3]=1.O.O[N:23]1[C:27]2C=CC=CC=2N=N1.CCN(C(C)C)C(C)C.C(Cl)CCl.CN. The catalyst is C(Cl)Cl. The product is [Br:1][C:2]1[CH:20]=[CH:19][C:5]2[N:6]([C:10]3[S:11][C:12]([C:16]([NH:23][CH3:27])=[O:18])=[C:13]([CH3:15])[N:14]=3)[CH2:7][CH2:8][O:9][C:4]=2[CH:3]=1. The yield is 0.610. (3) The reactants are [O:1]1[CH:5]=[CH:4][CH:3]=[C:2]1[C:6](=O)[CH2:7][C:8]([O:10][CH2:11][CH3:12])=[O:9].COC(OC)[N:17]([CH3:19])C.[Sn](Cl)(Cl)(Cl)Cl.[F:27][C:28]1[CH:33]=[CH:32][C:31]([NH:34]N)=[CH:30][C:29]=1[C:36]#[N:37]. The catalyst is C1C=CC=CC=1.C(O)(=O)C. The product is [C:36]([C:29]1[CH:30]=[C:31]([N:34]2[C:6]([C:2]3[O:1][CH:5]=[CH:4][CH:3]=3)=[C:7]([C:8]([O:10][CH2:11][CH3:12])=[O:9])[CH:19]=[N:17]2)[CH:32]=[CH:33][C:28]=1[F:27])#[N:37]. The yield is 0.390. (4) The reactants are [F:1][C:2]1[CH:24]=[CH:23][C:5]([CH2:6][O:7][C:8]2[CH:13]=[CH:12][C:11]([N:14]3[C:18](=[O:19])[CH2:17][CH:16](C(O)=O)[CH2:15]3)=[CH:10][CH:9]=2)=[CH:4][CH:3]=1.C[N:26]1[CH2:31]COCC1.ClC(OCC(C)C)=[O:34].[N-]=[N+]=[N-].[Na+].[C:44]([OH:48])([CH3:47])([CH3:46])[CH3:45]. The catalyst is O1CCCC1.O.C1(C)C=CC=CC=1. The product is [C:44]([O:48][C:31](=[O:34])[NH:26][CH:16]1[CH2:17][C:18](=[O:19])[N:14]([C:11]2[CH:12]=[CH:13][C:8]([O:7][CH2:6][C:5]3[CH:4]=[CH:3][C:2]([F:1])=[CH:24][CH:23]=3)=[CH:9][CH:10]=2)[CH2:15]1)([CH3:47])([CH3:46])[CH3:45]. The yield is 0.770.